Dataset: Reaction yield outcomes from USPTO patents with 853,638 reactions. Task: Predict the reaction yield, written as a fraction of the theoretical maximum amount of product (1.0 means a 100% yield; for example, 0.34 means a 34% yield). (1) The reactants are [Li]CCCC.Br[C:7]1[CH:8]=[N:9][CH:10]=[CH:11][CH:12]=1.[Cl:13][C:14]1[CH:41]=[CH:40][C:17]([C:18]([C:20]2[CH:21]=[C:22]3[C:27](=[CH:28][CH:29]=2)[N:26]([CH3:30])[C:25](=[O:31])[CH:24]=[C:23]3[CH2:32][CH2:33][C:34]2[S:35][C:36]([Cl:39])=[CH:37][CH:38]=2)=[O:19])=[CH:16][CH:15]=1.C1COCC1. The catalyst is C(OCC)C.O. The product is [Cl:13][C:14]1[CH:15]=[CH:16][C:17]([C:18]([OH:19])([C:7]2[CH:8]=[N:9][CH:10]=[CH:11][CH:12]=2)[C:20]2[CH:21]=[C:22]3[C:27](=[CH:28][CH:29]=2)[N:26]([CH3:30])[C:25](=[O:31])[CH:24]=[C:23]3[CH2:32][CH2:33][C:34]2[S:35][C:36]([Cl:39])=[CH:37][CH:38]=2)=[CH:40][CH:41]=1. The yield is 0.330. (2) The reactants are [C:1]1([S:7]([N:10]2[C:14]3[N:15]=[CH:16][N:17]=[C:18]([Cl:19])[C:13]=3[C:12](I)=[CH:11]2)(=[O:9])=[O:8])[CH:6]=[CH:5][CH:4]=[CH:3][CH:2]=1.[CH3:21][C:22]1[CH:27]=[CH:26][C:25](B(O)O)=[CH:24][CH:23]=1.C([O-])(O)=O.[Na+].CCO. The catalyst is Cl[Pd](Cl)([P](C1C=CC=CC=1)(C1C=CC=CC=1)C1C=CC=CC=1)[P](C1C=CC=CC=1)(C1C=CC=CC=1)C1C=CC=CC=1.O.C1(C)C=CC=CC=1. The product is [C:1]1([S:7]([N:10]2[C:14]3[N:15]=[CH:16][N:17]=[C:18]([Cl:19])[C:13]=3[C:12]([C:25]3[CH:26]=[CH:27][C:22]([CH3:21])=[CH:23][CH:24]=3)=[CH:11]2)(=[O:9])=[O:8])[CH:6]=[CH:5][CH:4]=[CH:3][CH:2]=1. The yield is 0.740. (3) The reactants are Cl[C:2]1[S:22][C:5]2=[N:6][C:7]([CH2:11][N:12]3[C:16]([Cl:17])=[CH:15][C:14]([C:18]([F:21])([F:20])[F:19])=[N:13]3)=[CH:8][C:9](=[O:10])[N:4]2[C:3]=1[C:23]([NH:25][CH2:26][CH3:27])=[O:24].[CH:28](B1OC(C)(C)C(C)(C)O1)=[CH2:29].C(=O)([O-])[O-].[Na+].[Na+]. The catalyst is O1CCOCC1.O. The product is [Cl:17][C:16]1[N:12]([CH2:11][C:7]2[N:6]=[C:5]3[S:22][C:2]([CH:28]=[CH2:29])=[C:3]([C:23]([NH:25][CH2:26][CH3:27])=[O:24])[N:4]3[C:9](=[O:10])[CH:8]=2)[N:13]=[C:14]([C:18]([F:21])([F:20])[F:19])[CH:15]=1. The yield is 0.410. (4) The reactants are [Br:1][C:2]1[CH:3]=[C:4]([C:11]([N:13]2[CH2:18][CH2:17][O:16][C:15]3[N:19]=[CH:20][C:21]([C:23]4[CH:24]=[N:25][CH:26]=[CH:27][CH:28]=4)=[CH:22][C:14]2=3)=[O:12])[CH:5]=[C:6]([Br:10])[C:7]=1[O:8]C.B(Br)(Br)Br. The catalyst is ClCCl.CCCCCC. The product is [Br:1][C:2]1[CH:3]=[C:4]([C:11]([N:13]2[CH2:18][CH2:17][O:16][C:15]3[N:19]=[CH:20][C:21]([C:23]4[CH:24]=[N:25][CH:26]=[CH:27][CH:28]=4)=[CH:22][C:14]2=3)=[O:12])[CH:5]=[C:6]([Br:10])[C:7]=1[OH:8]. The yield is 0.530. (5) The reactants are [C:1]([C:5]1[CH:9]=[C:8]([NH:10][C:11]([NH:13][C:14]2[CH:19]=[CH:18][CH:17]=[C:16]([O:20][C:21]3[CH:22]=[N:23][CH:24]=[CH:25][CH:26]=3)[CH:15]=2)=[O:12])[N:7]([C:27]2[CH:28]=[C:29]3[C:34](=[CH:35][CH:36]=2)[CH2:33][N:32](C(OC(C)(C)C)=O)[CH:31]([C:44](OCC)=[O:45])[CH2:30]3)[N:6]=1)([CH3:4])([CH3:3])[CH3:2].[NH2:49][CH2:50][CH:51]([OH:54])[CH2:52][OH:53]. The catalyst is Cl.CO. The product is [OH:54][CH:51]([CH2:52][OH:53])[CH2:50][NH:49][C:44]([CH:31]1[C:30]2[C:29](=[CH:28][C:27]([N:7]3[C:8]([NH:10][C:11]([NH:13][C:14]4[CH:19]=[CH:18][CH:17]=[C:16]([O:20][C:21]5[CH:22]=[N:23][CH:24]=[CH:25][CH:26]=5)[CH:15]=4)=[O:12])=[CH:9][C:5]([C:1]([CH3:4])([CH3:2])[CH3:3])=[N:6]3)=[CH:36][CH:35]=2)[CH2:34][CH2:33][NH:32]1)=[O:45]. The yield is 0.810. (6) The reactants are Cl[CH2:2][CH2:3][CH2:4][C:5]([C:7]1[CH:12]=[CH:11][C:10]([NH:13]C(=O)C)=[CH:9][CH:8]=1)=[O:6].[OH-].[Na+]. The catalyst is C(O)C. The product is [NH2:13][C:10]1[CH:9]=[CH:8][C:7]([C:5]([CH:4]2[CH2:3][CH2:2]2)=[O:6])=[CH:12][CH:11]=1. The yield is 0.900. (7) The reactants are [O:1]=[C:2]1[NH:8][C:7]2[CH:9]=[CH:10][CH:11]=[CH:12][C:6]=2[O:5][C@H:4]([C:13]2[CH:18]=[CH:17][CH:16]=[CH:15][CH:14]=2)[C@@H:3]1[NH:19][C:20](=[O:26])[O:21][C:22]([CH3:25])([CH3:24])[CH3:23].[CH2:27](Br)[C:28]#[CH:29].C(=O)([O-])[O-].[Cs+].[Cs+]. The catalyst is CN(C=O)C.O. The product is [O:1]=[C:2]1[N:8]([CH2:29][C:28]#[CH:27])[C:7]2[CH:9]=[CH:10][CH:11]=[CH:12][C:6]=2[O:5][C@H:4]([C:13]2[CH:18]=[CH:17][CH:16]=[CH:15][CH:14]=2)[C@@H:3]1[NH:19][C:20](=[O:26])[O:21][C:22]([CH3:23])([CH3:25])[CH3:24]. The yield is 0.800.